This data is from Catalyst prediction with 721,799 reactions and 888 catalyst types from USPTO. The task is: Predict which catalyst facilitates the given reaction. (1) Reactant: [CH:1]([C:3]1[CH:4]=[C:5]([B:10]([OH:12])[OH:11])[CH:6]=[C:7]([CH3:9])[CH:8]=1)=O.[NH3:13].C(O)(=O)C.[BH-](OC(C)=O)(OC(C)=O)OC(C)=O.[Na+]. Product: [NH2:13][CH2:1][C:3]1[CH:4]=[C:5]([B:10]([OH:12])[OH:11])[CH:6]=[C:7]([CH3:9])[CH:8]=1. The catalyst class is: 2. (2) Reactant: C(N1C=CN=C1)(N1C=CN=C1)=O.Cl.[NH2:14][CH2:15][C:16]([C:18]1[S:19][CH:20]=[CH:21][CH:22]=1)=O.O=C(C1SC=CC=1)C[NH:26][C:27]([C:29]1[S:30][C:31]2[C:37]([N:38]3[CH2:43][CH2:42][O:41][CH2:40][CH2:39]3)=[CH:36][CH:35]=[C:34]([O:44][CH3:45])[C:32]=2[N:33]=1)=O.FC(F)(F)C([O-])=O.[NH4+]. Product: [CH3:45][O:44][C:34]1[C:32]2[N:33]=[C:29]([C:27]3[NH:14][CH:15]=[C:16]([C:18]4[S:19][CH:20]=[CH:21][CH:22]=4)[N:26]=3)[S:30][C:31]=2[C:37]([N:38]2[CH2:39][CH2:40][O:41][CH2:42][CH2:43]2)=[CH:36][CH:35]=1. The catalyst class is: 66. (3) Reactant: [F:1][C:2]([F:37])([F:36])[O:3][C:4]1[CH:5]=[C:6]([CH2:10][C:11]([NH:13][C:14]2[N:19]=[N:18][C:17]([CH2:20][CH2:21][CH2:22][CH2:23][N:24]3[CH:28]=[C:27]([C:29]([O:31]C(C)(C)C)=[O:30])[N:26]=[N:25]3)=[CH:16][CH:15]=2)=[O:12])[CH:7]=[CH:8][CH:9]=1.C(O)(C(F)(F)F)=O. Product: [F:37][C:2]([F:1])([F:36])[O:3][C:4]1[CH:5]=[C:6]([CH2:10][C:11]([NH:13][C:14]2[N:19]=[N:18][C:17]([CH2:20][CH2:21][CH2:22][CH2:23][N:24]3[CH:28]=[C:27]([C:29]([OH:31])=[O:30])[N:26]=[N:25]3)=[CH:16][CH:15]=2)=[O:12])[CH:7]=[CH:8][CH:9]=1. The catalyst class is: 2. (4) The catalyst class is: 101. Product: [Br:8][C:4]1[CH:3]=[C:2]([N:10]2[CH2:13][CH2:12][CH2:11]2)[CH:7]=[CH:6][CH:5]=1. Reactant: Br[C:2]1[CH:7]=[CH:6][CH:5]=[C:4]([Br:8])[CH:3]=1.Cl.[NH:10]1[CH2:13][CH2:12][CH2:11]1.C1C=CC(P(C2C(C3C(P(C4C=CC=CC=4)C4C=CC=CC=4)=CC=C4C=3C=CC=C4)=C3C(C=CC=C3)=CC=2)C2C=CC=CC=2)=CC=1.[Na]. (5) Reactant: [CH3:1][CH:2]1[CH2:7][CH2:6][CH2:5][CH2:4][CH:3]1[C:8]1([O:19][CH2:20][CH2:21][CH3:22])[CH2:11][N:10](C(OC(C)(C)C)=O)[CH2:9]1.[F:23][C:24]([F:29])([F:28])[C:25]([OH:27])=[O:26]. Product: [F:23][C:24]([F:29])([F:28])[C:25]([OH:27])=[O:26].[CH3:1][CH:2]1[CH2:7][CH2:6][CH2:5][CH2:4][CH:3]1[C:8]1([O:19][CH2:20][CH2:21][CH3:22])[CH2:9][NH:10][CH2:11]1. The catalyst class is: 4. (6) Reactant: [CH3:1][O:2][C:3](=[O:20])[C:4]1[CH:9]=[CH:8][C:7]([NH:10][CH:11]2[CH2:16][CH2:15][CH2:14][CH2:13][CH2:12]2)=[C:6]([N+:17]([O-])=O)[CH:5]=1. Product: [CH3:1][O:2][C:3](=[O:20])[C:4]1[CH:9]=[CH:8][C:7]([NH:10][CH:11]2[CH2:16][CH2:15][CH2:14][CH2:13][CH2:12]2)=[C:6]([NH2:17])[CH:5]=1. The catalyst class is: 19. (7) Reactant: [CH2:1]([O:8][N:9]1[C:12]2([CH:17]=[CH:16][C:15](=[O:18])[CH:14]([OH:19])[CH:13]2[OH:20])[CH2:11][C:10]1=[O:21])[C:2]1[CH:7]=[CH:6][CH:5]=[CH:4][CH:3]=1.C[Si:23]([C:26]#N)([CH3:25])[CH3:24].C1N2C[CH2:35][N:30](CC2)C1. Product: [CH2:1]([O:8][N:9]1[C:12]2([CH:17]=[CH:16][C:15]([C:35]#[N:30])([O:18][Si:23]([CH3:26])([CH3:25])[CH3:24])[CH:14]([O:19][Si:23]([CH3:26])([CH3:25])[CH3:24])[CH:13]2[O:20][Si:23]([CH3:24])([CH3:25])[CH3:26])[CH2:11][C:10]1=[O:21])[C:2]1[CH:7]=[CH:6][CH:5]=[CH:4][CH:3]=1. The catalyst class is: 6. (8) Reactant: [C:1]([C:3]1[C:11]([O:12][CH3:13])=[CH:10][CH:9]=[C:8]([F:14])[C:4]=1C(O)=O)#[N:2].CC[N:17](CC)CC.C1C=CC(P(N=[N+]=[N-])(C2C=CC=CC=2)=O)=CC=1.O. Product: [NH2:17][C:4]1[C:8]([F:14])=[CH:9][CH:10]=[C:11]([O:12][CH3:13])[C:3]=1[C:1]#[N:2]. The catalyst class is: 1. (9) Reactant: [Cl:1][C:2]1[CH:7]=[CH:6][C:5]([C@@H:8]2[CH2:14][C@@H:13]3[C@H:9]2[CH2:10][NH:11][CH2:12]3)=[CH:4][CH:3]=1.C(=O)([O-])[O-].[K+].[K+].Br[C:22]([CH3:28])([CH3:27])[C:23]([O:25][CH3:26])=[O:24]. Product: [Cl:1][C:2]1[CH:7]=[CH:6][C:5]([C@@H:8]2[CH2:14][C@@H:13]3[C@H:9]2[CH2:10][N:11]([C:22]([CH3:28])([CH3:27])[C:23]([O:25][CH3:26])=[O:24])[CH2:12]3)=[CH:4][CH:3]=1. The catalyst class is: 9.